Dataset: Full USPTO retrosynthesis dataset with 1.9M reactions from patents (1976-2016). Task: Predict the reactants needed to synthesize the given product. (1) Given the product [Br:1][C:2]1[CH:3]=[N:4][C:5]([O:8][CH:9]2[CH2:14][CH2:13][CH:12]([N:16]3[CH2:19][CH:18]([NH:20][C:21]([CH2:23][NH:24][C:25](=[O:36])[C:26]4[CH:31]=[CH:30][CH:29]=[C:28]([C:32]([F:35])([F:33])[F:34])[CH:27]=4)=[O:22])[CH2:17]3)[CH2:11][CH2:10]2)=[N:6][CH:7]=1, predict the reactants needed to synthesize it. The reactants are: [Br:1][C:2]1[CH:3]=[N:4][C:5]([O:8][CH:9]2[CH2:14][CH2:13][C:12](=O)[CH2:11][CH2:10]2)=[N:6][CH:7]=1.[NH:16]1[CH2:19][CH:18]([NH:20][C:21]([CH2:23][NH:24][C:25](=[O:36])[C:26]2[CH:31]=[CH:30][CH:29]=[C:28]([C:32]([F:35])([F:34])[F:33])[CH:27]=2)=[O:22])[CH2:17]1. (2) Given the product [CH3:15][O:14][C:13]1[CH:12]=[CH:11][C:5]([C@@H:6]2[CH2:19][CH:18]=[CH:16][CH2:23][C@H:7]2[N+:8]([O-:10])=[O:9])=[CH:4][C:3]=1[O:2][CH3:1], predict the reactants needed to synthesize it. The reactants are: [CH3:1][O:2][C:3]1[CH:4]=[C:5]([CH:11]=[CH:12][C:13]=1[O:14][CH3:15])[CH:6]=[CH:7][N+:8]([O-:10])=[O:9].[C:16]1([CH:23]=CC(O)=[CH:19][CH:18]=1)O.C=CC=C. (3) Given the product [CH2:1]([NH:8][C:9]([C:11]1[S:15][C:14]([N:16]2[CH2:20][CH2:19][CH2:18][C:17]2=[O:22])=[N:13][C:12]=1[CH3:23])=[O:10])[C:2]1[CH:7]=[CH:6][CH:5]=[CH:4][CH:3]=1, predict the reactants needed to synthesize it. The reactants are: [CH2:1]([NH:8][C:9]([C:11]1[S:15][C:14]([NH:16][C:17](=[O:22])[CH2:18][CH2:19][CH2:20]Br)=[N:13][C:12]=1[CH3:23])=[O:10])[C:2]1[CH:7]=[CH:6][CH:5]=[CH:4][CH:3]=1.C(=O)([O-])[O-].[K+].[K+]. (4) Given the product [Cl:1][C:2]1[N:10]=[CH:9][N:8]=[C:7]2[C:3]=1[N:4]=[C:5]([Cl:28])[N:6]2[CH2:11][C:12]1[CH:17]=[CH:16][C:15]([O:18][CH3:19])=[CH:14][CH:13]=1, predict the reactants needed to synthesize it. The reactants are: [Cl:1][C:2]1[N:10]=[CH:9][N:8]=[C:7]2[C:3]=1[N:4]=[CH:5][N:6]2[CH2:11][C:12]1[CH:17]=[CH:16][C:15]([O:18][CH3:19])=[CH:14][CH:13]=1.[Li+].CC([N-]C(C)C)C.[Cl:28]C(Cl)(Cl)C(Cl)(Cl)Cl.[NH4+].[Cl-]. (5) Given the product [C:1]([O:5][C:6]([N:8]1[C:12]2=[N:13][CH:14]=[C:15]([OH:17])[CH:16]=[C:11]2[C:10]([C:25]2[CH:30]=[CH:29][N:28]=[CH:27][CH:26]=2)=[N:9]1)=[O:7])([CH3:4])([CH3:2])[CH3:3], predict the reactants needed to synthesize it. The reactants are: [C:1]([O:5][C:6]([N:8]1[C:12]2=[N:13][CH:14]=[C:15]([O:17][Si](C(C)(C)C)(C)C)[CH:16]=[C:11]2[C:10]([C:25]2[CH:30]=[CH:29][N:28]=[CH:27][CH:26]=2)=[N:9]1)=[O:7])([CH3:4])([CH3:3])[CH3:2].CCCC[N+](CCCC)(CCCC)CCCC.[F-].